This data is from Reaction yield outcomes from USPTO patents with 853,638 reactions. The task is: Predict the reaction yield, written as a fraction of the theoretical maximum amount of product (1.0 means a 100% yield; for example, 0.34 means a 34% yield). (1) The catalyst is O1CCOCC1. The yield is 0.900. The reactants are C([O:3][CH:4](OCC)[CH2:5][CH2:6][CH2:7][NH:8][C:9]([O:11][CH2:12][CH:13]1[C:25]2[C:20](=[CH:21][CH:22]=[CH:23][CH:24]=2)[C:19]2[C:14]1=[CH:15][CH:16]=[CH:17][CH:18]=2)=[O:10])C.Cl. The product is [C:9]([NH:8][CH2:7][CH2:6][CH2:5][CH:4]=[O:3])([O:11][CH2:12][CH:13]1[C:25]2[C:20](=[CH:21][CH:22]=[CH:23][CH:24]=2)[C:19]2[C:14]1=[CH:15][CH:16]=[CH:17][CH:18]=2)=[O:10]. (2) The reactants are O1CCCC1.[F:6][C:7]1[C:8]([O:13][CH2:14][C:15]2[CH:20]=[CH:19][C:18]([CH2:21][C:22](Cl)=[N:23][OH:24])=[CH:17][CH:16]=2)=[N:9][CH:10]=[CH:11][CH:12]=1.[C:26]([C:28]1[C:29]([NH2:35])=[N:30][C:31]([NH2:34])=[CH:32][CH:33]=1)#[CH:27].C(N(CC)CC)C. The catalyst is O. The product is [F:6][C:7]1[C:8]([O:13][CH2:14][C:15]2[CH:20]=[CH:19][C:18]([CH2:21][C:22]3[CH:27]=[C:26]([C:28]4[C:29]([NH2:35])=[N:30][C:31]([NH2:34])=[CH:32][CH:33]=4)[O:24][N:23]=3)=[CH:17][CH:16]=2)=[N:9][CH:10]=[CH:11][CH:12]=1. The yield is 0.920. (3) The reactants are [C:1]([O:5][C:6](=[O:20])[NH:7][C:8]1[CH:13]=[CH:12][C:11]([CH2:14][CH2:15][CH3:16])=[C:10]([N+:17]([O-:19])=[O:18])[CH:9]=1)([CH3:4])([CH3:3])[CH3:2].[CH3:21]I. The catalyst is CN(C=O)C. The product is [C:1]([O:5][C:6](=[O:20])[N:7]([CH3:21])[C:8]1[CH:13]=[CH:12][C:11]([CH2:14][CH2:15][CH3:16])=[C:10]([N+:17]([O-:19])=[O:18])[CH:9]=1)([CH3:2])([CH3:3])[CH3:4]. The yield is 0.520. (4) The reactants are Cl[C:2]1[C:7]([C:8]([O:10][CH2:11][CH3:12])=[O:9])=[CH:6][N:5]=[C:4]([Cl:13])[CH:3]=1.[CH3:14][O:15][C:16]1[CH:23]=[CH:22][C:19]([CH2:20][NH2:21])=[CH:18][CH:17]=1. The catalyst is CS(C)=O. The product is [Cl:13][C:4]1[CH:3]=[C:2]([NH:21][CH2:20][C:19]2[CH:22]=[CH:23][C:16]([O:15][CH3:14])=[CH:17][CH:18]=2)[C:7]([C:8]([O:10][CH2:11][CH3:12])=[O:9])=[CH:6][N:5]=1. The yield is 0.900. (5) The reactants are [OH:1][CH2:2][CH2:3][CH2:4][O:5][CH2:6][CH2:7][CH2:8][OH:9].F[C:11]([C:13]([C:19]([F:22])([F:21])[F:20])([C:15]([F:18])([F:17])[F:16])[F:14])=[O:12]. No catalyst specified. The product is [C:13]([C:11]([O:1][CH2:2][CH2:3][CH2:4][O:5][CH2:6][CH2:7][CH2:8][O:9][C:11]([C:13]([C:15]([F:16])([F:17])[F:18])([C:19]([F:20])([F:22])[F:21])[F:14])=[O:12])=[O:12])([C:19]([F:22])([F:21])[F:20])([C:15]([F:18])([F:17])[F:16])[F:14]. The yield is 0.810. (6) The yield is 0.0600. The product is [F:1][C:2]([F:39])([F:38])[C:3]1[CH:4]=[C:5]([CH:31]=[C:32]([C:34]([F:37])([F:36])[F:35])[CH:33]=1)[CH2:6][N:7]1[CH2:14][CH2:13][CH2:12][NH:11][C:10]2[N:15]=[C:16]([N:45]3[CH2:46][CH2:47][N:42]([CH:40]=[O:41])[CH2:43][CH2:44]3)[N:17]=[C:18]([C:19]3[CH:24]=[CH:23][CH:22]=[CH:21][C:20]=3[CH3:25])[C:9]=2[C:8]1=[O:30]. No catalyst specified. The reactants are [F:1][C:2]([F:39])([F:38])[C:3]1[CH:4]=[C:5]([CH:31]=[C:32]([C:34]([F:37])([F:36])[F:35])[CH:33]=1)[CH2:6][N:7]1[CH2:14][CH2:13][CH2:12][NH:11][C:10]2[N:15]=[C:16](S(C)(=O)=O)[N:17]=[C:18]([C:19]3[CH:24]=[CH:23][CH:22]=[CH:21][C:20]=3[CH3:25])[C:9]=2[C:8]1=[O:30].[CH:40]([N:42]1[CH2:47][CH2:46][NH:45][CH2:44][CH2:43]1)=[O:41]. (7) The reactants are [CH2:1]([C:3]1[CH:8]=[CH:7][C:6]([S:9]([CH3:12])(=[O:11])=[O:10])=[CH:5][C:4]=1I)[CH3:2].[CH3:14][N:15]1[CH:20]=[C:19](B2OC(C)(C)C(C)(C)O2)[CH:18]=[CH:17][C:16]1=[O:30].C([O-])([O-])=O.[K+].[K+].CC(=O)OCC. The catalyst is O1CCOCC1.O.C1C=CC(P(C2C=CC=CC=2)[C-]2C=CC=C2)=CC=1.C1C=CC(P(C2C=CC=CC=2)[C-]2C=CC=C2)=CC=1.Cl[Pd]Cl.[Fe+2]. The product is [CH2:1]([C:3]1[CH:8]=[CH:7][C:6]([S:9]([CH3:12])(=[O:11])=[O:10])=[CH:5][C:4]=1[C:19]1[CH:18]=[CH:17][C:16](=[O:30])[N:15]([CH3:14])[CH:20]=1)[CH3:2]. The yield is 0.970. (8) The reactants are [F:1][CH2:2][C:3]([C:7]1[O:11][N:10]=[C:9]([NH:12][C:13](=[O:21])OC2C=CC=CC=2)[CH:8]=1)([CH3:6])[CH2:4][F:5].[CH3:22][O:23][C:24]1[CH:25]=[C:26]2[C:31](=[CH:32][C:33]=1[O:34][CH3:35])[N:30]=[CH:29][N:28]=[C:27]2[O:36][C:37]1[CH:38]=[C:39]([CH:41]=[CH:42][CH:43]=1)[NH2:40]. The catalyst is CN(C)C1C=CN=CC=1.C1COCC1. The product is [F:5][CH2:4][C:3]([C:7]1[O:11][N:10]=[C:9]([NH:12][C:13]([NH:40][C:39]2[CH:41]=[CH:42][CH:43]=[C:37]([O:36][C:27]3[C:26]4[C:31](=[CH:32][C:33]([O:34][CH3:35])=[C:24]([O:23][CH3:22])[CH:25]=4)[N:30]=[CH:29][N:28]=3)[CH:38]=2)=[O:21])[CH:8]=1)([CH3:6])[CH2:2][F:1]. The yield is 0.310. (9) The product is [C:12]([O:11][C:9]([N:16]([C:9]([O:11][C:12]([CH3:13])([CH3:14])[CH3:15])=[O:10])[C:17]1[C:26]([N+:27]([O-:29])=[O:28])=[CH:25][CH:24]=[CH:23][C:18]=1[C:19]([O:21][CH3:22])=[O:20])=[O:10])([CH3:15])([CH3:14])[CH3:13]. The yield is 0.700. The reactants are [CH3:13][C:12]([O:11][C:9](O[C:9]([O:11][C:12]([CH3:15])([CH3:14])[CH3:13])=[O:10])=[O:10])([CH3:15])[CH3:14].[NH2:16][C:17]1[C:26]([N+:27]([O-:29])=[O:28])=[CH:25][CH:24]=[CH:23][C:18]=1[C:19]([O:21][CH3:22])=[O:20]. The catalyst is CN(C1C=CN=CC=1)C.C1COCC1.